Dataset: Catalyst prediction with 721,799 reactions and 888 catalyst types from USPTO. Task: Predict which catalyst facilitates the given reaction. Reactant: [F:1][C:2]1[CH:7]=[CH:6][C:5]([C:8]2[N:9]=[C:10]([S:20][CH2:21][C:22]([NH:24][CH:25]([CH2:30][CH2:31][C:32]([O:34][CH3:35])=[O:33])[C:26]([O:28]C)=[O:27])=[O:23])[N:11]([CH3:19])[C:12]=2[C:13]2[CH:18]=[CH:17][N:16]=[CH:15][CH:14]=2)=[CH:4][CH:3]=1.[OH-].[Na+]. Product: [F:1][C:2]1[CH:3]=[CH:4][C:5]([C:8]2[N:9]=[C:10]([S:20][CH2:21][C:22]([NH:24][CH:25]([CH2:30][CH2:31][C:32]([O:34][CH3:35])=[O:33])[C:26]([OH:28])=[O:27])=[O:23])[N:11]([CH3:19])[C:12]=2[C:13]2[CH:18]=[CH:17][N:16]=[CH:15][CH:14]=2)=[CH:6][CH:7]=1. The catalyst class is: 33.